Predict the reaction yield, written as a fraction of the theoretical maximum amount of product (1.0 means a 100% yield; for example, 0.34 means a 34% yield). From a dataset of Reaction yield outcomes from USPTO patents with 853,638 reactions. (1) The reactants are [OH:1][C:2]1[CH:7]=[CH:6][CH:5]=[CH:4][C:3]=1[C:8](=[O:10])[CH3:9].[CH:11](=O)[C:12]1[CH:17]=[CH:16][CH:15]=[CH:14][CH:13]=1. The catalyst is C(O)C.O. The product is [C:12]1([CH:11]2[CH2:9][C:8](=[O:10])[C:3]3[C:2](=[CH:7][CH:6]=[CH:5][CH:4]=3)[O:1]2)[CH:17]=[CH:16][CH:15]=[CH:14][CH:13]=1. The yield is 0.400. (2) The reactants are [F:1][C:2]1[C:3]([C:8]2([CH2:12][NH:13][C:14]3[N:15]=[N:16][C:17]([C:20]4[C:21]([O:26]C)=[N:22][CH:23]=[CH:24][CH:25]=4)=[CH:18][CH:19]=3)[CH2:11][CH2:10][CH2:9]2)=[N:4][CH:5]=[CH:6][CH:7]=1.Cl. The catalyst is CO. The product is [F:1][C:2]1[C:3]([C:8]2([CH2:12][NH:13][C:14]3[N:15]=[N:16][C:17]([C:20]4[C:21]([OH:26])=[N:22][CH:23]=[CH:24][CH:25]=4)=[CH:18][CH:19]=3)[CH2:11][CH2:10][CH2:9]2)=[N:4][CH:5]=[CH:6][CH:7]=1. The yield is 0.950.